Dataset: Reaction yield outcomes from USPTO patents with 853,638 reactions. Task: Predict the reaction yield, written as a fraction of the theoretical maximum amount of product (1.0 means a 100% yield; for example, 0.34 means a 34% yield). The reactants are [Cl:1][C:2]1[CH:10]=[CH:9][C:8]([N:11]([CH3:20])[S:12]([C:15]2[S:16][CH:17]=[CH:18][CH:19]=2)(=[O:14])=[O:13])=[C:7]2[C:3]=1[CH:4]=[C:5]([C:21](=[S:23])[NH2:22])[NH:6]2.Br[CH:25]([CH:28]=O)[CH:26]=[O:27].CN(C)C(=O)C. The catalyst is O. The product is [Cl:1][C:2]1[CH:10]=[CH:9][C:8]([N:11]([CH3:20])[S:12]([C:15]2[S:16][CH:17]=[CH:18][CH:19]=2)(=[O:14])=[O:13])=[C:7]2[C:3]=1[CH:4]=[C:5]([C:21]1[S:23][C:25]([CH2:26][OH:27])=[CH:28][N:22]=1)[NH:6]2. The yield is 0.520.